From a dataset of Catalyst prediction with 721,799 reactions and 888 catalyst types from USPTO. Predict which catalyst facilitates the given reaction. (1) Product: [F:28][C:23]1[CH:24]=[CH:25][CH:26]=[CH:27][C:22]=1[C:9]1[C:8]2[C:13](=[CH:14][CH:15]=[C:6]([OH:5])[CH:7]=2)[N:12]=[C:11]([CH2:16][CH:17]([CH3:18])[CH3:19])[C:10]=1[CH2:20][NH:21][C:43](=[O:44])[O:45][C:46]([CH3:47])([CH3:48])[CH3:49]. The catalyst class is: 227. Reactant: C([O:5][C:6]1[CH:7]=[C:8]2[C:13](=[CH:14][CH:15]=1)[N:12]=[C:11]([CH2:16][CH:17]([CH3:19])[CH3:18])[C:10]([C:20]#[N:21])=[C:9]2[C:22]1[CH:27]=[CH:26][CH:25]=[CH:24][C:23]=1[F:28])(C)(C)C.N.O1CCCC1.[C:43](O[C:43]([O:45][C:46]([CH3:49])([CH3:48])[CH3:47])=[O:44])([O:45][C:46]([CH3:49])([CH3:48])[CH3:47])=[O:44]. (2) Reactant: [Cl:1][C:2]1[C:3]([O:12][C:13]2[CH:18]=[C:17]([O:19][CH2:20][CH2:21][C:22]3([CH3:27])OCC[O:23]3)[CH:16]=[CH:15][C:14]=2/[CH:28]=[CH:29]/[C:30]([NH:32][S:33]([CH2:36][CH2:37][CH2:38][CH2:39][CH3:40])(=[O:35])=[O:34])=[O:31])=[N:4][CH:5]=[C:6]([C:8]([F:11])([F:10])[F:9])[CH:7]=1.Cl. Product: [Cl:1][C:2]1[C:3]([O:12][C:13]2[CH:18]=[C:17]([O:19][CH2:20][CH2:21][C:22](=[O:23])[CH3:27])[CH:16]=[CH:15][C:14]=2/[CH:28]=[CH:29]/[C:30]([NH:32][S:33]([CH2:36][CH2:37][CH2:38][CH2:39][CH3:40])(=[O:34])=[O:35])=[O:31])=[N:4][CH:5]=[C:6]([C:8]([F:10])([F:9])[F:11])[CH:7]=1. The catalyst class is: 7. (3) Reactant: [N+:1]([C:4]1[CH:5]=[N:6][C:7]2[C:12]([C:13]=1[NH:14][CH2:15][CH2:16][O:17][CH2:18][CH2:19][OH:20])=[CH:11][CH:10]=[CH:9][CH:8]=2)([O-:3])=[O:2].[C:21](OC(=O)C)(=[O:23])[CH3:22]. Product: [C:21]([O:20][CH2:19][CH2:18][O:17][CH2:16][CH2:15][NH:14][C:13]1[C:12]2[C:7](=[CH:8][CH:9]=[CH:10][CH:11]=2)[N:6]=[CH:5][C:4]=1[N+:1]([O-:3])=[O:2])(=[O:23])[CH3:22]. The catalyst class is: 17. (4) Reactant: Cl.Cl.[CH3:3][C:4]1[N:8]([CH:9]2[CH2:15][CH:14]3[N:16]([CH2:17][CH2:18][C:19]4([C:25]5[CH:30]=[CH:29][CH:28]=[CH:27][CH:26]=5)[CH2:24][CH2:23][NH:22][CH2:21][CH2:20]4)[CH:11]([CH2:12][CH2:13]3)[CH2:10]2)[C:7]2[CH:31]=[CH:32][CH:33]=[CH:34][C:6]=2[N:5]=1.C(N(CC)CC)C.[C:42]1(=[O:52])[O:47][C:45](=[O:46])[C:44]2=[CH:48][CH:49]=[CH:50][CH:51]=[C:43]12. Product: [CH3:3][C:4]1[N:8]([CH:9]2[CH2:15][CH:14]3[N:16]([CH2:17][CH2:18][C:19]4([C:25]5[CH:30]=[CH:29][CH:28]=[CH:27][CH:26]=5)[CH2:20][CH2:21][N:22]([C:42]([C:43]5[CH:51]=[CH:50][CH:49]=[CH:48][C:44]=5[C:45]([OH:47])=[O:46])=[O:52])[CH2:23][CH2:24]4)[CH:11]([CH2:12][CH2:13]3)[CH2:10]2)[C:7]2[CH:31]=[CH:32][CH:33]=[CH:34][C:6]=2[N:5]=1. The catalyst class is: 26.